Predict the product of the given reaction. From a dataset of Forward reaction prediction with 1.9M reactions from USPTO patents (1976-2016). Given the reactants [Cl:1][C:2]1[N:7]=[C:6]([CH2:8][N:9]2[C:17](=[O:18])[C:16]3[C:11](=[CH:12][CH:13]=[CH:14][CH:15]=3)[C:10]2=[O:19])[CH:5]=[C:4](Cl)[N:3]=1.CC1(C)OB([C:27]2[CH:28]=[N:29][C:30]([C:33]([F:36])([F:35])[F:34])=[N:31][CH:32]=2)OC1(C)C.C(=O)([O-])[O-].[K+].[K+], predict the reaction product. The product is: [Cl:1][C:2]1[N:7]=[C:6]([CH2:8][N:9]2[C:17](=[O:18])[C:16]3[C:11](=[CH:12][CH:13]=[CH:14][CH:15]=3)[C:10]2=[O:19])[CH:5]=[C:4]([C:27]2[CH:28]=[N:29][C:30]([C:33]([F:36])([F:35])[F:34])=[N:31][CH:32]=2)[N:3]=1.